The task is: Predict which catalyst facilitates the given reaction.. This data is from Catalyst prediction with 721,799 reactions and 888 catalyst types from USPTO. (1) Reactant: [CH2:1]([C:8]1[S:12][C:11]([NH2:13])=[CH:10][C:9]=1[C:14]1[CH:19]=[CH:18][CH:17]=[CH:16][CH:15]=1)[C:2]1[CH:7]=[CH:6][CH:5]=[CH:4][CH:3]=1.[CH2:20]([C:22]1[CH:23]=[C:24]([C:30](=[O:36])[CH2:31][CH2:32][C:33](O)=[O:34])[CH:25]=[CH:26][C:27]=1[O:28][CH3:29])[CH3:21].C1C=CC2N(O)N=NC=2C=1.CCN=C=NCCCN(C)C. Product: [CH2:1]([C:8]1[S:12][C:11]([NH:13][C:33](=[O:34])[CH2:32][CH2:31][C:30]([C:24]2[CH:25]=[CH:26][C:27]([O:28][CH3:29])=[C:22]([CH2:20][CH3:21])[CH:23]=2)=[O:36])=[CH:10][C:9]=1[C:14]1[CH:19]=[CH:18][CH:17]=[CH:16][CH:15]=1)[C:2]1[CH:3]=[CH:4][CH:5]=[CH:6][CH:7]=1. The catalyst class is: 10. (2) Reactant: C(OC([N:8]1[CH2:12][CH2:11][CH:10]([N:13]2[CH2:18][CH2:17][CH:16]([O:19][C:20]3[CH:25]=[CH:24][C:23]([F:26])=[C:22]([F:27])[CH:21]=3)[CH2:15][CH2:14]2)[CH2:9]1)=O)(C)(C)C.Cl. Product: [NH:8]1[CH2:12][CH2:11][CH:10]([N:13]2[CH2:14][CH2:15][CH:16]([O:19][C:20]3[CH:25]=[CH:24][C:23]([F:26])=[C:22]([F:27])[CH:21]=3)[CH2:17][CH2:18]2)[CH2:9]1. The catalyst class is: 12. (3) Reactant: FC(F)(F)C(O)=O.[CH2:8]([C:10]1[C:18]2[C:13](=[CH:14][C:15]([F:19])=[CH:16][CH:17]=2)[N:12]([C:20]2[N:24]=[C:23]([CH:25]3[CH2:30][CH2:29][NH:28][CH2:27][CH2:26]3)[O:22][N:21]=2)[N:11]=1)[CH3:9].[O:31]1[CH2:36][CH2:35][CH:34]([CH:37]=O)[CH2:33][CH2:32]1.C(=O)(O)[O-].[Na+]. Product: [CH2:8]([C:10]1[C:18]2[C:13](=[CH:14][C:15]([F:19])=[CH:16][CH:17]=2)[N:12]([C:20]2[N:24]=[C:23]([CH:25]3[CH2:30][CH2:29][N:28]([CH2:37][CH:34]4[CH2:35][CH2:36][O:31][CH2:32][CH2:33]4)[CH2:27][CH2:26]3)[O:22][N:21]=2)[N:11]=1)[CH3:9]. The catalyst class is: 4. (4) Reactant: [OH:1][C:2]1([C:9]2[CH:10]=[N:11][C:12]([O:15][CH3:16])=[CH:13][CH:14]=2)[CH2:7][CH2:6][C:5](=O)[CH2:4][CH2:3]1.Cl.[NH:18]1[CH2:21][CH:20]([NH:22][C:23]([CH2:25][NH:26][C:27](=[O:38])[C:28]2[CH:33]=[CH:32][CH:31]=[C:30]([C:34]([F:37])([F:36])[F:35])[CH:29]=2)=[O:24])[CH2:19]1.[BH-](OC(C)=O)(OC(C)=O)OC(C)=O.[Na+]. Product: [OH:1][C:2]1([C:9]2[CH:10]=[N:11][C:12]([O:15][CH3:16])=[CH:13][CH:14]=2)[CH2:7][CH2:6][CH:5]([N:18]2[CH2:21][CH:20]([NH:22][C:23]([CH2:25][NH:26][C:27](=[O:38])[C:28]3[CH:33]=[CH:32][CH:31]=[C:30]([C:34]([F:37])([F:35])[F:36])[CH:29]=3)=[O:24])[CH2:19]2)[CH2:4][CH2:3]1. The catalyst class is: 2. (5) Reactant: Cl.[CH:2]1[C:11]2[C:6](=[CH:7][CH:8]=[CH:9][CH:10]=2)[CH:5]=[CH:4][C:3]=1[C:12]1[N:13]=[C:14]([NH2:17])[S:15][CH:16]=1.Br[CH2:19][CH2:20][F:21].C([O-])([O-])=O.[Cs+].[Cs+].CCOC(C)=O. Product: [F:21][CH2:20][CH2:19][NH:17][C:14]1[S:15][CH:16]=[C:12]([C:3]2[CH:4]=[CH:5][C:6]3[C:11](=[CH:10][CH:9]=[CH:8][CH:7]=3)[CH:2]=2)[N:13]=1. The catalyst class is: 37. (6) Reactant: [Cl:1][C:2]1[CH:7]=[C:6]([NH2:8])[CH:5]=[CH:4][N:3]=1.C([O-])(=O)C.[Na+].[I:14]Cl. Product: [Cl:1][C:2]1[CH:7]=[C:6]([NH2:8])[C:5]([I:14])=[CH:4][N:3]=1. The catalyst class is: 15. (7) Reactant: Cl[C:2]1(Cl)[C:5](=[O:6])[CH2:4][CH:3]1[CH2:7][C:8]([O:10][C:11]([CH3:14])([CH3:13])[CH3:12])=[O:9].[NH4+].[Cl-]. Product: [O:6]=[C:5]1[CH2:2][CH:3]([CH2:7][C:8]([O:10][C:11]([CH3:14])([CH3:13])[CH3:12])=[O:9])[CH2:4]1. The catalyst class is: 284.